From a dataset of Full USPTO retrosynthesis dataset with 1.9M reactions from patents (1976-2016). Predict the reactants needed to synthesize the given product. Given the product [Br:11][C:8]1[CH:9]=[C:2]([F:1])[C:3]([OH:10])=[C:4]([CH:7]=1)[CH:5]=[O:6], predict the reactants needed to synthesize it. The reactants are: [F:1][C:2]1[C:3]([OH:10])=[C:4]([CH:7]=[CH:8][CH:9]=1)[CH:5]=[O:6].[Br:11]N1C(=O)CCC1=O.